From a dataset of Reaction yield outcomes from USPTO patents with 853,638 reactions. Predict the reaction yield, written as a fraction of the theoretical maximum amount of product (1.0 means a 100% yield; for example, 0.34 means a 34% yield). (1) The reactants are [CH3:1][O:2][C:3]1[CH:20]=[CH:19][C:6]2[N:7]=[C:8]([C:10]3[CH:15]=[CH:14][C:13]([N+:16]([O-])=O)=[CH:12][CH:11]=3)[S:9][C:5]=2[CH:4]=1.O.O.[Sn](Cl)Cl. The catalyst is C(O)C. The product is [CH3:1][O:2][C:3]1[CH:20]=[CH:19][C:6]2[N:7]=[C:8]([C:10]3[CH:11]=[CH:12][C:13]([NH2:16])=[CH:14][CH:15]=3)[S:9][C:5]=2[CH:4]=1. The yield is 0.970. (2) The reactants are [C:1]([NH:8][C@H:9]([C:20]([OH:22])=O)[CH2:10][CH2:11][CH2:12][NH:13][C:14]([C:16]([F:19])([F:18])[F:17])=[O:15])([O:3][C:4]([CH3:7])([CH3:6])[CH3:5])=[O:2].CN1CCOCC1.Cl[C:31]([O:33][CH2:34][C:35]1[CH:40]=[CH:39][CH:38]=[CH:37][CH:36]=1)=[O:32].Cl. The catalyst is C1COCC1.CN(C1C=CN=CC=1)C.O.CCOC(C)=O. The product is [C:1]([NH:8][C@H:9]([C:20]([C:31]([O:33][CH2:34][C:35]1[CH:40]=[CH:39][CH:38]=[CH:37][CH:36]=1)=[O:32])=[O:22])[CH2:10][CH2:11][CH2:12][NH:13][C:14]([C:16]([F:17])([F:18])[F:19])=[O:15])([O:3][C:4]([CH3:5])([CH3:6])[CH3:7])=[O:2]. The yield is 0.980. (3) The reactants are CC1(C)C(C)(C)OB([C:9]2[CH:14]=[CH:13][C:12]([C:15]3[C:28]4[C:29]5=[C:30]6[C:25](=[CH:26][CH:27]=4)[CH:24]=[CH:23][C:22]([C:31]4[CH:36]=[CH:35][CH:34]=[CH:33][CH:32]=4)=[C:21]6[CH:20]=[CH:19][C:18]5=[CH:17][CH:16]=3)=[CH:11][CH:10]=2)O1.Br[C:39]1[CH:40]=[CH:41][C:42]2[C:43]3[C:48]([C:49]4[CH:50]=[CH:51][CH:52]=[CH:53][C:54]=4[C:55]=2[CH:56]=1)=[CH:47][C:46]1=[CH:57][C:58]2[C:63]([C:62]([CH3:65])([CH3:64])[CH:61]=[CH:60][CH:59]=2)=[C:45]1[CH:44]=3.C([O-])([O-])=O.[Na+].[Na+].CCO. The catalyst is C1C=CC([P]([Pd]([P](C2C=CC=CC=2)(C2C=CC=CC=2)C2C=CC=CC=2)([P](C2C=CC=CC=2)(C2C=CC=CC=2)C2C=CC=CC=2)[P](C2C=CC=CC=2)(C2C=CC=CC=2)C2C=CC=CC=2)(C2C=CC=CC=2)C2C=CC=CC=2)=CC=1.C1(C)C=CC=CC=1. The product is [CH3:64][C:62]1([CH3:65])[C:63]2[C:58]([CH:57]=[C:46]3[C:45]=2[CH:44]=[C:43]2[C:48]([C:49]4[CH:50]=[CH:51][CH:52]=[CH:53][C:54]=4[C:55]4[CH:56]=[C:39]([C:34]5[CH:33]=[CH:32][C:31]([C:22]6[C:21]7[C:30]8=[C:29]9[C:18](=[CH:19][CH:20]=7)[CH:17]=[CH:16][C:15]([C:12]7[CH:13]=[CH:14][CH:9]=[CH:10][CH:11]=7)=[C:28]9[CH:27]=[CH:26][C:25]8=[CH:24][CH:23]=6)=[CH:36][CH:35]=5)[CH:40]=[CH:41][C:42]=42)=[CH:47]3)=[CH:59][CH:60]=[CH:61]1. The yield is 0.700. (4) The yield is 0.210. The product is [CH3:1][O:2][C:3]([NH:5][C@@H:6]([CH:56]([CH3:58])[CH3:57])[C:7]([N:9]1[CH2:13][CH2:12][CH2:11][C@H:10]1[C:14]1[NH:15][C:16]([C:19]2[CH:24]=[CH:23][C:22]([C:25]3[CH:26]=[C:27]4[C:50](=[CH:51][CH:52]=3)[C:31]3[NH:32][C:33]([C@@H:35]5[CH2:39][C@H:38]([CH2:40][O:41][CH3:42])[CH2:37][N:36]5[C:66](=[O:68])[C@H:65]([NH:64][C:62](=[O:63])[O:61][CH3:60])[C:69]5[CH:74]=[CH:73][CH:72]=[CH:71][CH:70]=5)=[N:34][C:30]=3[CH:29]=[CH:28]4)=[C:21]([C:53]#[C:54][CH3:55])[CH:20]=2)=[CH:17][N:18]=1)=[O:8])=[O:4]. The catalyst is C(Cl)Cl.CO.CCOC(C)=O.CN(C=O)C.CO. The reactants are [CH3:1][O:2][C:3]([NH:5][C@@H:6]([CH:56]([CH3:58])[CH3:57])[C:7]([N:9]1[CH2:13][CH2:12][CH2:11][C@H:10]1[C:14]1[NH:15][C:16]([C:19]2[CH:24]=[CH:23][C:22]([C:25]3[CH:26]=[C:27]4[C:50](=[CH:51][CH:52]=3)[C:31]3[NH:32][C:33]([C@@H:35]5[CH2:39][C@H:38]([CH2:40][O:41][CH3:42])[CH2:37][N:36]5C(OC(C)(C)C)=O)=[N:34][C:30]=3[CH:29]=[CH:28]4)=[C:21]([C:53]#[C:54][CH3:55])[CH:20]=2)=[CH:17][N:18]=1)=[O:8])=[O:4].Cl.[CH3:60][O:61][C:62]([NH:64][C@H:65]([C:69]1[CH:74]=[CH:73][CH:72]=[CH:71][CH:70]=1)[C:66]([OH:68])=O)=[O:63].CCOC(C(C#N)=NOC(N1CCOCC1)=[N+](C)C)=O.F[P-](F)(F)(F)(F)F.CCN(C(C)C)C(C)C. (5) The reactants are [Br:1][C:2]1[CH:7]=[CH:6][C:5]([C:8]2([CH2:19][OH:20])[CH2:13][CH2:12][C:11](=[CH:14][C:15]([O:17][CH3:18])=[O:16])[CH2:10][CH2:9]2)=[CH:4][CH:3]=1.[H-].[Na+]. The catalyst is O1CCOCC1. The product is [Br:1][C:2]1[CH:3]=[CH:4][C:5]([C:8]23[CH2:9][CH2:10][C:11]([CH2:14][C:15]([O:17][CH3:18])=[O:16])([CH2:12][CH2:13]2)[O:20][CH2:19]3)=[CH:6][CH:7]=1. The yield is 0.780. (6) The reactants are [CH3:1][N:2]([CH3:38])[CH2:3][C@H:4]([NH:16][S:17]([C:20]1[CH:25]=[CH:24][C:23]([NH:26][C:27]([O:29][CH2:30][CH2:31][CH2:32][CH2:33][CH2:34][CH2:35][CH2:36][CH3:37])=[O:28])=[CH:22][CH:21]=1)(=[O:19])=[O:18])[CH2:5][C:6]([O:8][CH2:9][C:10]1[CH:15]=[CH:14][CH:13]=[CH:12][CH:11]=1)=[O:7].[CH3:39][I:40]. No catalyst specified. The product is [I-:40].[CH2:9]([O:8][C:6](=[O:7])[CH2:5][C@@H:4]([NH:16][S:17]([C:20]1[CH:25]=[CH:24][C:23]([NH:26][C:27]([O:29][CH2:30][CH2:31][CH2:32][CH2:33][CH2:34][CH2:35][CH2:36][CH3:37])=[O:28])=[CH:22][CH:21]=1)(=[O:18])=[O:19])[CH2:3][N+:2]([CH3:39])([CH3:1])[CH3:38])[C:10]1[CH:11]=[CH:12][CH:13]=[CH:14][CH:15]=1. The yield is 1.00. (7) The reactants are [N:1]1([NH:7][C:8]([C:10]2[C:14]([CH3:15])=[C:13]([C:16]3[CH:21]=[CH:20][C:19](Br)=[CH:18][CH:17]=3)[N:12]([C:23]3[CH:28]=[CH:27][C:26]([Cl:29])=[CH:25][C:24]=3[Cl:30])[N:11]=2)=[O:9])[CH2:6][CH2:5][CH2:4][CH2:3][CH2:2]1.[CH2:31]([OH:34])[C:32]#[CH:33].[Cl-].[NH4+]. The catalyst is N1CCCC1.[Pd].C1(P(C2C=CC=CC=2)C2C=CC=CC=2)C=CC=CC=1.C1(P(C2C=CC=CC=2)C2C=CC=CC=2)C=CC=CC=1.C1(P(C2C=CC=CC=2)C2C=CC=CC=2)C=CC=CC=1.C1(P(C2C=CC=CC=2)C2C=CC=CC=2)C=CC=CC=1. The product is [N:1]1([NH:7][C:8]([C:10]2[C:14]([CH3:15])=[C:13]([C:16]3[CH:21]=[CH:20][C:19]([C:33]#[C:32][CH2:31][OH:34])=[CH:18][CH:17]=3)[N:12]([C:23]3[CH:28]=[CH:27][C:26]([Cl:29])=[CH:25][C:24]=3[Cl:30])[N:11]=2)=[O:9])[CH2:6][CH2:5][CH2:4][CH2:3][CH2:2]1. The yield is 0.740. (8) The reactants are [C:1]([C:5]1[C:6]([OH:33])=[C:7]([C:16](=[O:32])[NH:17][C:18]2[CH:23]=[CH:22][C:21]([S:24]([C:27]([F:30])([F:29])[F:28])(=[O:26])=[O:25])=[CH:20][C:19]=2[Cl:31])[C:8]([CH3:15])=[C:9]([S:11](Cl)(=[O:13])=[O:12])[CH:10]=1)([CH3:4])([CH3:3])[CH3:2].[NH3:34]. The catalyst is ClCCl.O1CCOCC1. The product is [C:1]([C:5]1[C:6]([OH:33])=[C:7]([C:8]([CH3:15])=[C:9]([S:11](=[O:13])(=[O:12])[NH2:34])[CH:10]=1)[C:16]([NH:17][C:18]1[CH:23]=[CH:22][C:21]([S:24]([C:27]([F:30])([F:29])[F:28])(=[O:26])=[O:25])=[CH:20][C:19]=1[Cl:31])=[O:32])([CH3:4])([CH3:3])[CH3:2]. The yield is 0.180. (9) The reactants are [H-].[Na+].[OH:3][C:4]1[CH:5]=[C:6]([C:10](=[O:12])[CH3:11])[CH:7]=[CH:8][CH:9]=1.[C:13]([O:17][C:18](=[O:21])[CH2:19]Br)([CH3:16])([CH3:15])[CH3:14]. The catalyst is CN(C=O)C. The product is [C:13]([O:17][C:18]([CH2:19][O:3][C:4]1[CH:5]=[C:6]([C:10](=[O:12])[CH3:11])[CH:7]=[CH:8][CH:9]=1)=[O:21])([CH3:16])([CH3:15])[CH3:14]. The yield is 0.830. (10) The reactants are [NH2:1][C@H:2]1[C@H:7]([C:8]2[CH:13]=[CH:12][C:11]([C:14]([F:17])([F:16])[F:15])=[CH:10][CH:9]=2)[O:6][C@H:5]([CH2:18][C:19]([O:21][CH3:22])=[O:20])[CH2:4][CH2:3]1.[CH:23]1([CH:28]=O)[CH2:27][CH2:26][CH2:25][CH2:24]1.C1(CN[C@@H]2CC[C@@H](CC(OC)=O)C[C@H]2C2C=CC(C(F)(F)F)=CC=2)CCCC1. No catalyst specified. The product is [CH:23]1([CH2:28][NH:1][C@H:2]2[C@H:7]([C:8]3[CH:9]=[CH:10][C:11]([C:14]([F:16])([F:17])[F:15])=[CH:12][CH:13]=3)[O:6][C@H:5]([CH2:18][C:19]([O:21][CH3:22])=[O:20])[CH2:4][CH2:3]2)[CH2:27][CH2:26][CH2:25][CH2:24]1. The yield is 0.760.